Regression/Classification. Given a drug SMILES string, predict its absorption, distribution, metabolism, or excretion properties. Task type varies by dataset: regression for continuous measurements (e.g., permeability, clearance, half-life) or binary classification for categorical outcomes (e.g., BBB penetration, CYP inhibition). Dataset: cyp3a4_veith. From a dataset of CYP3A4 inhibition data for predicting drug metabolism from PubChem BioAssay. The molecule is CC(C)NCCCOc1ccc(Cl)cc1Br.O=C(O)C(=O)O. The result is 0 (non-inhibitor).